This data is from Catalyst prediction with 721,799 reactions and 888 catalyst types from USPTO. The task is: Predict which catalyst facilitates the given reaction. (1) Reactant: C1C[C@H](C(O)=O)CC[C@H]1CN.[CH3:12][CH:13]([CH3:35])[C:14]([O:16][CH:17]([O:21][C:22]([NH:24][CH2:25][C@H:26]1[CH2:31][CH2:30][C@H:29]([C:32]([OH:34])=[O:33])[CH2:28][CH2:27]1)=[O:23])[CH:18]([CH3:20])[CH3:19])=[O:15].C(=O)(O)[O-].[Na+:40].C(#N)C. Product: [CH3:12][CH:13]([CH3:35])[C:14]([O:16][CH:17]([O:21][C:22]([NH:24][CH2:25][C@H:26]1[CH2:31][CH2:30][C@H:29]([C:32]([O-:34])=[O:33])[CH2:28][CH2:27]1)=[O:23])[CH:18]([CH3:19])[CH3:20])=[O:15].[Na+:40]. The catalyst class is: 6. (2) Reactant: [CH3:1][N:2]1[CH2:7][CH2:6][N:5]([C:8]([C:10]2[S:14][C:13]([NH:15]C(=O)OC(C)(C)C)=[N:12][CH:11]=2)=[O:9])[CH2:4][CH2:3]1.Cl.C(OCC)(=O)C. Product: [NH2:15][C:13]1[S:14][C:10]([C:8]([N:5]2[CH2:6][CH2:7][N:2]([CH3:1])[CH2:3][CH2:4]2)=[O:9])=[CH:11][N:12]=1. The catalyst class is: 13. (3) Reactant: F[C:2]1[CH:20]=[C:19]([O:21][C:22]([F:25])([F:24])[F:23])[CH:18]=[CH:17][C:3]=1[C:4]([NH:6][C:7]1[CH:12]=[CH:11][CH:10]=[C:9]([S:13](=[O:16])(=[O:15])[NH2:14])[CH:8]=1)=[O:5].[F:26][C:27]1[CH:32]=[CH:31][C:30]([OH:33])=[C:29]([O:34][CH3:35])[CH:28]=1.C(=O)([O-])[O-].[Cs+].[Cs+]. Product: [F:26][C:27]1[CH:32]=[CH:31][C:30]([O:33][C:2]2[CH:20]=[C:19]([O:21][C:22]([F:25])([F:24])[F:23])[CH:18]=[CH:17][C:3]=2[C:4]([NH:6][C:7]2[CH:12]=[CH:11][CH:10]=[C:9]([S:13](=[O:16])(=[O:15])[NH2:14])[CH:8]=2)=[O:5])=[C:29]([O:34][CH3:35])[CH:28]=1. The catalyst class is: 60.